Dataset: Full USPTO retrosynthesis dataset with 1.9M reactions from patents (1976-2016). Task: Predict the reactants needed to synthesize the given product. (1) The reactants are: O=[C:2]1[CH2:7][CH2:6][N:5]([C:8]([O:10][C:11]([CH3:14])([CH3:13])[CH3:12])=[O:9])[CH2:4][CH2:3]1.[CH2:15]([NH2:22])[C:16]1[CH:21]=[CH:20][CH:19]=[CH:18][CH:17]=1.[I:23][C:24]1[CH:32]=[CH:31][CH:30]=[CH:29][C:25]=1[C:26](Cl)=[O:27].O. Given the product [CH2:15]([N:22]([C:26](=[O:27])[C:25]1[CH:29]=[CH:30][CH:31]=[CH:32][C:24]=1[I:23])[C:2]1[CH2:7][CH2:6][N:5]([C:8]([O:10][C:11]([CH3:14])([CH3:13])[CH3:12])=[O:9])[CH2:4][CH:3]=1)[C:16]1[CH:21]=[CH:20][CH:19]=[CH:18][CH:17]=1, predict the reactants needed to synthesize it. (2) Given the product [CH2:1]([N:3]1[C:11]2[C:6](=[CH:7][CH:8]=[C:9]([O:12][CH3:13])[CH:10]=2)[C:5]([C:14]([NH2:26])=[O:16])=[CH:4]1)[CH3:2], predict the reactants needed to synthesize it. The reactants are: [CH2:1]([N:3]1[C:11]2[C:6](=[CH:7][CH:8]=[C:9]([O:12][CH3:13])[CH:10]=2)[C:5]([C:14]([OH:16])=O)=[CH:4]1)[CH3:2].C(Cl)Cl.C(Cl)(=O)C(Cl)=O.[NH4+:26].[OH-].